Task: Predict the product of the given reaction.. Dataset: Forward reaction prediction with 1.9M reactions from USPTO patents (1976-2016) (1) Given the reactants [CH2:1]([C:5]1[N:6]=[C:7]([C:14]2[CH:19]=[CH:18][C:17]([C:20]([F:23])([F:22])[F:21])=[CH:16][CH:15]=2)[S:8][C:9]=1[CH2:10][C:11](O)=[O:12])[CH2:2][CH2:3][CH3:4].O, predict the reaction product. The product is: [CH2:1]([C:5]1[N:6]=[C:7]([C:14]2[CH:15]=[CH:16][C:17]([C:20]([F:22])([F:23])[F:21])=[CH:18][CH:19]=2)[S:8][C:9]=1[CH2:10][CH2:11][OH:12])[CH2:2][CH2:3][CH3:4]. (2) The product is: [N:50]1([C:56](=[O:57])[C:2]#[C:1][C:3]2[N:7]3[C:8]4[C:13]([N:14]=[C:15]([NH:16][CH2:17][CH2:18][CH2:19][O:20][CH:21]5[CH2:26][CH2:25][CH2:24][CH2:23][O:22]5)[C:6]3=[N:5][CH:4]=2)=[CH:12][C:11]([C:27]([F:28])([F:29])[F:30])=[CH:10][CH:9]=4)[CH2:55][CH2:54][O:53][CH2:52][CH2:51]1. Given the reactants [C:1]([C:3]1[N:7]2[C:8]3[C:13]([N:14]=[C:15]([NH:16][CH2:17][CH2:18][CH2:19][O:20][CH:21]4[CH2:26][CH2:25][CH2:24][CH2:23][O:22]4)[C:6]2=[N:5][CH:4]=1)=[CH:12][C:11]([C:27]([F:30])([F:29])[F:28])=[CH:10][CH:9]=3)#[CH:2].C1(P(C2C=CC=CC=2)C2C=CC=CC=2)C=CC=CC=1.[N:50]1([C:56](Cl)=[O:57])[CH2:55][CH2:54][O:53][CH2:52][CH2:51]1, predict the reaction product. (3) Given the reactants [OH:1][C:2]1[CH:7]=[CH:6][C:5]([CH2:8][C:9]([O:11][CH3:12])=[O:10])=[CH:4][C:3]=1[O:13][CH3:14].C(N(C(C)C)CC)(C)C.Cl[CH2:25][O:26][CH3:27], predict the reaction product. The product is: [CH3:14][O:13][C:3]1[CH:4]=[C:5]([CH2:8][C:9]([O:11][CH3:12])=[O:10])[CH:6]=[CH:7][C:2]=1[O:1][CH2:25][O:26][CH3:27].